Dataset: Forward reaction prediction with 1.9M reactions from USPTO patents (1976-2016). Task: Predict the product of the given reaction. (1) Given the reactants [Br-:1].[Li+].C1(C)C=CC(S(O[CH:13]([CH2:24][CH2:25][CH2:26][CH2:27][CH2:28][CH2:29][CH2:30][CH2:31][CH2:32][CH3:33])[CH2:14][CH2:15][CH2:16][CH2:17][CH2:18][CH2:19][CH2:20][CH2:21][CH2:22][CH3:23])(=O)=O)=CC=1, predict the reaction product. The product is: [Br:1][CH:13]([CH2:24][CH2:25][CH2:26][CH2:27][CH2:28][CH2:29][CH2:30][CH2:31][CH2:32][CH3:33])[CH2:14][CH2:15][CH2:16][CH2:17][CH2:18][CH2:19][CH2:20][CH2:21][CH2:22][CH3:23]. (2) Given the reactants C(O[CH2:9][CH:10]1[CH2:15][CH2:14][CH:13]([C:16]([O:18][CH2:19][CH3:20])=[O:17])[CH2:12][N:11]1[CH2:21][CH2:22][C:23]([O:25][CH2:26][CH3:27])=[O:24])C1C=CC=CC=1.[CH3:28][N:29](CC1C=CC(C(OCC)=O)=CN=1)[CH3:30].Cl.C(OCC)(=O)C=C, predict the reaction product. The product is: [CH3:28][N:29]([CH2:9][CH:10]1[CH2:15][CH2:14][CH:13]([C:16]([O:18][CH2:19][CH3:20])=[O:17])[CH2:12][N:11]1[CH2:21][CH2:22][C:23]([O:25][CH2:26][CH3:27])=[O:24])[CH3:30]. (3) Given the reactants [NH2:1][C:2]1[NH:6][N:5]=[C:4]([NH:7][C:8]2[CH:13]=[CH:12][CH:11]=[C:10]([Cl:14])[CH:9]=2)[C:3]=1[C:15]#[N:16].[F:17][CH:18]([F:29])[O:19][C:20]1[CH:27]=[CH:26][C:23]([CH:24]=O)=[CH:22][C:21]=1[OH:28].N1CCCCC1.[BH4-].[Na+], predict the reaction product. The product is: [Cl:14][C:10]1[CH:9]=[C:8]([NH:7][C:4]2[C:3]([C:15]#[N:16])=[C:2]([NH:1][CH2:24][C:23]3[CH:26]=[CH:27][C:20]([O:19][CH:18]([F:17])[F:29])=[C:21]([OH:28])[CH:22]=3)[NH:6][N:5]=2)[CH:13]=[CH:12][CH:11]=1. (4) Given the reactants Cl[C:2]1[CH:7]=[C:6]([Cl:8])[N:5]=[CH:4][N:3]=1.[F:9][C:10]1[CH:11]=[C:12]([NH:17][C:18](=[O:20])[CH3:19])[CH:13]=[CH:14][C:15]=1[OH:16].C([O-])([O-])=O.[K+].[K+], predict the reaction product. The product is: [Cl:8][C:6]1[N:5]=[CH:4][N:3]=[C:2]([O:16][C:15]2[CH:14]=[CH:13][C:12]([NH:17][C:18](=[O:20])[CH3:19])=[CH:11][C:10]=2[F:9])[CH:7]=1. (5) Given the reactants [N:1]1([C:7]2[CH:12]=[CH:11][C:10]([NH:13][C:14]([C:16]3[CH2:21][CH2:20][CH2:19][CH2:18][C:17]=3[C:22]3[CH:27]=[CH:26][C:25]([C:28]([F:31])([F:30])[F:29])=[CH:24][CH:23]=3)=[O:15])=[CH:9][CH:8]=2)[CH2:6][CH2:5][NH:4][CH2:3][CH2:2]1.[S:32]1[CH:36]=[CH:35][N:34]=[C:33]1[CH:37]=O.C(O[BH-](OC(=O)C)OC(=O)C)(=O)C.[Na+], predict the reaction product. The product is: [S:32]1[CH:36]=[CH:35][N:34]=[C:33]1[CH2:37][N:4]1[CH2:5][CH2:6][N:1]([C:7]2[CH:8]=[CH:9][C:10]([NH:13][C:14]([C:16]3[CH2:21][CH2:20][CH2:19][CH2:18][C:17]=3[C:22]3[CH:23]=[CH:24][C:25]([C:28]([F:29])([F:31])[F:30])=[CH:26][CH:27]=3)=[O:15])=[CH:11][CH:12]=2)[CH2:2][CH2:3]1. (6) The product is: [CH:24]1([N:19]2[C:20]3[C@@:15]([CH3:28])([C@H:14]4[CH2:13][CH2:12][C@@:11]5([CH3:29])[C@@H:10]([CH2:9][CH:8]=[C:7]5[C:37]5[CH:42]=[N:41][CH:40]=[CH:39][N:38]=5)[C@@H:23]4[CH2:22][CH:21]=3)[CH2:16][CH2:17][C:18]2=[O:27])[CH2:26][CH2:25]1. Given the reactants FC(F)(F)S(O[C:7]1[C@@:11]2([CH3:29])[CH2:12][CH2:13][C@H:14]3[C@H:23]([C@@H:10]2[CH2:9][CH:8]=1)[CH2:22][CH:21]=[C:20]1[C@:15]3([CH3:28])[CH2:16][CH2:17][C:18](=[O:27])[N:19]1[CH:24]1[CH2:26][CH2:25]1)(=O)=O.C([Sn](CCCC)(CCCC)[C:37]1[CH:42]=[N:41][CH:40]=[CH:39][N:38]=1)CCC, predict the reaction product. (7) Given the reactants C(N[C:6]1[N:14]=[C:13]2[C:9]([N:10]=[C:11]([O:22][CH3:23])[N:12]2[CH2:15][CH2:16][C@@H:17]2[CH2:21][CH2:20][O:19][CH2:18]2)=[C:8]([NH2:24])[N:7]=1)CCC.FC(F)(F)C(O)=O.[CH:32]1([CH2:35][CH2:36][O:37]C2NC(N)=C3C(N=2)=NC(OC)=N3)[CH2:34][CH2:33]1.BrCC[C@H]1CCOC1, predict the reaction product. The product is: [CH:32]1([CH2:35][CH2:36][O:37][C:6]2[N:14]=[C:13]3[C:9]([N:10]=[C:11]([O:22][CH3:23])[N:12]3[CH2:15][CH2:16][C@H:17]3[CH2:21][CH2:20][O:19][CH2:18]3)=[C:8]([NH2:24])[N:7]=2)[CH2:34][CH2:33]1.